This data is from Catalyst prediction with 721,799 reactions and 888 catalyst types from USPTO. The task is: Predict which catalyst facilitates the given reaction. (1) Reactant: [CH3:1][O:2][C:3]1[CH:8]=[CH:7][C:6]([CH2:9][CH2:10][CH2:11][CH2:12][C:13]#[C:14][Si](C)(C)C)=[CH:5][CH:4]=1.[OH-].[Na+]. Product: [CH2:9]([C:6]1[CH:5]=[CH:4][C:3]([O:2][CH3:1])=[CH:8][CH:7]=1)[CH2:10][CH2:11][CH2:12][C:13]#[CH:14]. The catalyst class is: 5. (2) Reactant: N[C:2]1[CH:18]=[CH:17][C:5]2[CH2:6][CH2:7][N:8]([C:11](=[O:16])[C:12]([F:15])([F:14])[F:13])[CH2:9][CH2:10][C:4]=2[CH:3]=1.N([O-])=O.[Na+].C(C1C=CC2CCN(C(=O)C(F)(F)F)CCC=2C=1)(=O)C.[BrH:43]. Product: [Br:43][C:2]1[CH:18]=[CH:17][C:5]2[CH2:6][CH2:7][N:8]([C:11](=[O:16])[C:12]([F:15])([F:14])[F:13])[CH2:9][CH2:10][C:4]=2[CH:3]=1. The catalyst class is: 6. (3) Reactant: [C:1]([C:3]1[CH:4]=[C:5]2[C:10](=[CH:11][CH:12]=1)[C:9](=[O:13])[N:8]([CH2:14][CH:15]([CH3:17])[CH3:16])[C:7]([CH2:18][NH:19]C(=O)OC(C)(C)C)=[C:6]2[C:27]1[S:28][CH:29]=[CH:30][CH:31]=1)#[N:2].[ClH:32]. Product: [ClH:32].[NH2:19][CH2:18][C:7]1[N:8]([CH2:14][CH:15]([CH3:17])[CH3:16])[C:9](=[O:13])[C:10]2[C:5]([C:6]=1[C:27]1[S:28][CH:29]=[CH:30][CH:31]=1)=[CH:4][C:3]([C:1]#[N:2])=[CH:12][CH:11]=2. The catalyst class is: 13. (4) Reactant: F[C:2]1[CH:11]=[C:10]2[C:5]([C:6](=[O:12])[NH:7][CH:8]=[N:9]2)=[CH:4][CH:3]=1.C(OC([N:20]1[CH2:25][CH2:24][CH:23]([CH:26]([NH2:34])[C:27]2[CH:32]=[CH:31][C:30]([Cl:33])=[CH:29][CH:28]=2)[CH2:22][CH2:21]1)=O)(C)(C)C. Product: [NH2:34][CH:26]([C:27]1[CH:28]=[CH:29][C:30]([Cl:33])=[CH:31][CH:32]=1)[CH:23]1[CH2:24][CH2:25][N:20]([C:2]2[CH:11]=[C:10]3[C:5]([C:6](=[O:12])[NH:7][CH:8]=[N:9]3)=[CH:4][CH:3]=2)[CH2:21][CH2:22]1. The catalyst class is: 6.